This data is from Catalyst prediction with 721,799 reactions and 888 catalyst types from USPTO. The task is: Predict which catalyst facilitates the given reaction. Reactant: [CH3:1][N:2]([CH3:17])[S:3]([C:6]1[CH:7]=[C:8]2[C:12](=[CH:13][CH:14]=1)[NH:11][C:10](=[O:15])[C:9]2=[O:16])(=[O:5])=[O:4].[H-].[Na+].Br[CH2:21][C:22]([O:24][C:25]([CH3:28])([CH3:27])[CH3:26])=[O:23]. Product: [CH3:1][N:2]([CH3:17])[S:3]([C:6]1[CH:7]=[C:8]2[C:12](=[CH:13][CH:14]=1)[N:11]([CH2:21][C:22]([O:24][C:25]([CH3:28])([CH3:27])[CH3:26])=[O:23])[C:10](=[O:15])[C:9]2=[O:16])(=[O:5])=[O:4]. The catalyst class is: 3.